Task: Predict the reaction yield, written as a fraction of the theoretical maximum amount of product (1.0 means a 100% yield; for example, 0.34 means a 34% yield).. Dataset: Reaction yield outcomes from USPTO patents with 853,638 reactions (1) The reactants are C([O:4][C@H:5]([CH3:25])[CH2:6][CH2:7][CH2:8][CH2:9][N:10]1[C:15](=[O:16])[C:14]2[C:17](=[O:22])[CH:18]=[C:19]([CH3:21])[NH:20][C:13]=2[N:12]([CH3:23])[C:11]1=[O:24])(=O)C.Cl.C(=O)(O)[O-].[Na+]. The catalyst is C(OCC)C. The product is [CH3:23][N:12]1[C:13]2[NH:20][C:19]([CH3:21])=[CH:18][C:17](=[O:22])[C:14]=2[C:15](=[O:16])[N:10]([CH2:9][CH2:8][CH2:7][CH2:6][C@H:5]([OH:4])[CH3:25])[C:11]1=[O:24]. The yield is 0.920. (2) The reactants are CCCC[N+](CCCC)(CCCC)CCCC.[F-].[Si]([O:36][CH2:37][C@@H:38]1[CH2:43][CH:42]2[CH:40]([CH2:41]2)[N:39]1[C:44]([O:46][C:47]([CH3:50])([CH3:49])[CH3:48])=[O:45])(C(C)(C)C)(C1C=CC=CC=1)C1C=CC=CC=1.[NH4+].[Cl-]. The catalyst is C1COCC1. The product is [OH:36][CH2:37][C@@H:38]1[CH2:43][CH:42]2[CH:40]([CH2:41]2)[N:39]1[C:44]([O:46][C:47]([CH3:50])([CH3:49])[CH3:48])=[O:45]. The yield is 0.940. (3) The reactants are [C:1]([O:4][CH2:5][C:6]1[C:7]([N:13]2[CH2:25][CH2:24][N:16]3[C:17]4[CH2:18][CH2:19][CH2:20][CH2:21][C:22]=4[CH:23]=[C:15]3[C:14]2=[O:26])=[N:8][CH:9]=[CH:10][C:11]=1Cl)(=[O:3])[CH3:2].[B:27]1([B:27]2[O:31][C:30]([CH3:33])([CH3:32])[C:29]([CH3:35])([CH3:34])[O:28]2)[O:31][C:30]([CH3:33])([CH3:32])[C:29]([CH3:35])([CH3:34])[O:28]1.CC(C1C=C(C(C)C)C(C2C=CC=CC=2P(C2CCCCC2)C2CCCCC2)=C(C(C)C)C=1)C.C(O[K])(C)=O. The catalyst is C1C=CC(/C=C/C(/C=C/C2C=CC=CC=2)=O)=CC=1.C1C=CC(/C=C/C(/C=C/C2C=CC=CC=2)=O)=CC=1.C1C=CC(/C=C/C(/C=C/C2C=CC=CC=2)=O)=CC=1.[Pd].[Pd].O1CCOCC1. The product is [C:1]([O:4][CH2:5][C:6]1[C:7]([N:13]2[CH2:25][CH2:24][N:16]3[C:17]4[CH2:18][CH2:19][CH2:20][CH2:21][C:22]=4[CH:23]=[C:15]3[C:14]2=[O:26])=[N:8][CH:9]=[CH:10][C:11]=1[B:27]1[O:31][C:30]([CH3:33])([CH3:32])[C:29]([CH3:35])([CH3:34])[O:28]1)(=[O:3])[CH3:2]. The yield is 0.870. (4) The reactants are [CH3:1][O:2][C:3]1[CH:8]=[C:7]([O:9][CH3:10])[CH:6]=[C:5]([O:11][CH3:12])[CH:4]=1.[Br:13]Br.O. The catalyst is ClCCl. The product is [Br:13][C:4]1[C:5]([O:11][CH3:12])=[CH:6][C:7]([O:9][CH3:10])=[CH:8][C:3]=1[O:2][CH3:1]. The yield is 0.600. (5) The reactants are [CH2:1]([O:3][C:4]1[CH:9]=[CH:8][NH:7][C:6](=[O:10])[C:5]=1[C:11]([O:13][CH2:14][CH3:15])=[O:12])[CH3:2].[F:16][C:17]1[CH:22]=[CH:21][C:20](B(O)O)=[CH:19][CH:18]=1.N1C=CC=CC=1. The catalyst is C(Cl)Cl.CC([O-])=O.CC([O-])=O.[Cu+2]. The product is [CH2:1]([O:3][C:4]1[CH:9]=[CH:8][N:7]([C:20]2[CH:21]=[CH:22][C:17]([F:16])=[CH:18][CH:19]=2)[C:6](=[O:10])[C:5]=1[C:11]([O:13][CH2:14][CH3:15])=[O:12])[CH3:2]. The yield is 0.950. (6) The catalyst is C1COCC1. The reactants are [Cl:1][C:2]1[CH:7]=[CH:6][CH:5]=[CH:4][C:3]=1[C:8]1[N:9]([C:24]2[CH:29]=[CH:28][C:27]([Cl:30])=[CH:26][CH:25]=2)[C:10]2[C:15]([N:16]=1)=[C:14]([NH:17][C@H:18]1[CH2:23][CH2:22][CH2:21][NH:20][CH2:19]1)[N:13]=[CH:12][N:11]=2.[CH3:31][S:32](Cl)(=[O:34])=[O:33].C(N(CC)CC)C. The yield is 0.890. The product is [Cl:1][C:2]1[CH:7]=[CH:6][CH:5]=[CH:4][C:3]=1[C:8]1[N:9]([C:24]2[CH:25]=[CH:26][C:27]([Cl:30])=[CH:28][CH:29]=2)[C:10]2[C:15]([N:16]=1)=[C:14]([NH:17][C@H:18]1[CH2:23][CH2:22][CH2:21][N:20]([S:32]([CH3:31])(=[O:34])=[O:33])[CH2:19]1)[N:13]=[CH:12][N:11]=2.